From a dataset of Full USPTO retrosynthesis dataset with 1.9M reactions from patents (1976-2016). Predict the reactants needed to synthesize the given product. (1) Given the product [C:18]1([CH2:24][CH2:25][CH2:26][NH:27][C@H:4]2[CH2:5][CH2:6][C@H:1]([C:8]3[CH:17]=[CH:16][C:11]4[NH:12][C:13](=[O:15])[O:14][C:10]=4[CH:9]=3)[CH2:2][CH2:3]2)[CH:23]=[CH:22][CH:21]=[CH:20][CH:19]=1, predict the reactants needed to synthesize it. The reactants are: [CH:1]1([C:8]2[CH:17]=[CH:16][C:11]3[NH:12][C:13](=[O:15])[O:14][C:10]=3[CH:9]=2)[CH2:6][CH2:5][C:4](=O)[CH2:3][CH2:2]1.[C:18]1([CH2:24][CH2:25][CH2:26][NH2:27])[CH:23]=[CH:22][CH:21]=[CH:20][CH:19]=1.[BH4-].[Na+]. (2) Given the product [C:19]([C:18]1[CH:21]=[C:14]([C:12]2[O:11][N:10]=[C:9]([C:4]3[CH:5]=[CH:6][C:7]([F:8])=[C:2]([CH2:47][CH2:48][CH2:49][C:50]([O:52][CH2:53][CH3:54])=[O:51])[CH:3]=3)[N:13]=2)[CH:15]=[CH:16][C:17]=1[O:22][CH:23]([CH3:25])[CH3:24])#[N:20], predict the reactants needed to synthesize it. The reactants are: Br[C:2]1[CH:3]=[C:4]([C:9]2[N:13]=[C:12]([C:14]3[CH:15]=[CH:16][C:17]([O:22][CH:23]([CH3:25])[CH3:24])=[C:18]([CH:21]=3)[C:19]#[N:20])[O:11][N:10]=2)[CH:5]=[CH:6][C:7]=1[F:8].CC(P(C(C)(C)C)C(C)(C)C)(C)C.C([O-])([O-])=O.[Cs+].[Cs+].Br[Zn][CH2:47][CH2:48][CH2:49][C:50]([O:52][CH2:53][CH3:54])=[O:51]. (3) The reactants are: [F:1][C:2]1[CH:10]=[CH:9][C:5]([CH:6]=[N:7][OH:8])=[CH:4][CH:3]=1.ClNC(=O)CCC(N)=O.[CH3:20][CH:21]([OH:24])[C:22]#[CH:23]. Given the product [F:1][C:2]1[CH:10]=[CH:9][C:5]([C:6]2[CH:23]=[C:22]([CH:21]([OH:24])[CH3:20])[O:8][N:7]=2)=[CH:4][CH:3]=1, predict the reactants needed to synthesize it. (4) Given the product [CH:1]1[C:10]2[C:5](=[CH:6][CH:7]=[CH:8][CH:9]=2)[CH:4]=[CH:3][C:2]=1[C:11]1[CH:12]=[C:13]([CH:25]=[CH:26][CH:27]=1)[CH2:14][C:16]1[CH:24]=[CH:23][CH:22]=[CH:21][C:17]=1[C:18]([OH:20])=[O:19], predict the reactants needed to synthesize it. The reactants are: [CH:1]1[C:10]2[C:5](=[CH:6][CH:7]=[CH:8][CH:9]=2)[CH:4]=[CH:3][C:2]=1[C:11]1[CH:12]=[C:13]([CH:25]=[CH:26][CH:27]=1)[C:14]([C:16]1[CH:24]=[CH:23][CH:22]=[CH:21][C:17]=1[C:18]([OH:20])=[O:19])=O. (5) Given the product [F:40][C:41]([F:46])([F:45])[C:42]([OH:44])=[O:43].[Cl:1][C:2]1[C:3]([F:38])=[C:4]([CH:35]=[CH:36][CH:37]=1)[C:5]([N:7]1[CH2:12][CH2:11][CH:10]([CH2:13][C:14]2[N:19]=[C:18]([NH:20][C:21]3[CH:25]=[CH:24][NH:23][N:22]=3)[CH:17]=[C:16]([CH3:34])[N:15]=2)[CH2:9][CH2:8]1)=[O:6], predict the reactants needed to synthesize it. The reactants are: [Cl:1][C:2]1[C:3]([F:38])=[C:4]([CH:35]=[CH:36][CH:37]=1)[C:5]([N:7]1[CH2:12][CH2:11][CH:10]([CH2:13][C:14]2[N:19]=[C:18]([NH:20][C:21]3[CH:25]=[CH:24][N:23](COCC[Si](C)(C)C)[N:22]=3)[CH:17]=[C:16]([CH3:34])[N:15]=2)[CH2:9][CH2:8]1)=[O:6].O.[F:40][C:41]([F:46])([F:45])[C:42]([OH:44])=[O:43]. (6) Given the product [CH:8]1([CH2:11][N:12]2[C:18](=[O:19])[CH2:17][CH2:16][N:15]([C:26]([O:28][C:29]([CH3:32])([CH3:31])[CH3:30])=[O:27])[CH:14]([C:20]3[CH:21]=[CH:22][CH:23]=[CH:24][CH:25]=3)[CH2:13]2)[CH2:9][CH2:10]1, predict the reactants needed to synthesize it. The reactants are: C(N(CC)CC)C.[CH:8]1([CH2:11][N:12]2[C:18](=[O:19])[CH2:17][CH2:16][NH:15][CH:14]([C:20]3[CH:25]=[CH:24][CH:23]=[CH:22][CH:21]=3)[CH2:13]2)[CH2:10][CH2:9]1.[C:26](O[C:26]([O:28][C:29]([CH3:32])([CH3:31])[CH3:30])=[O:27])([O:28][C:29]([CH3:32])([CH3:31])[CH3:30])=[O:27]. (7) Given the product [Cl:18][C:19]1[C:24]([Cl:25])=[CH:23][CH:22]=[CH:21][C:20]=1[S:26]([NH:17][C:3]1[CH:4]=[CH:5][C:6]([B:8]2[O:12][C:11]([CH3:13])([CH3:14])[C:10]([CH3:16])([CH3:15])[O:9]2)=[CH:7][C:2]=1[F:1])(=[O:28])=[O:27], predict the reactants needed to synthesize it. The reactants are: [F:1][C:2]1[CH:7]=[C:6]([B:8]2[O:12][C:11]([CH3:14])([CH3:13])[C:10]([CH3:16])([CH3:15])[O:9]2)[CH:5]=[CH:4][C:3]=1[NH2:17].[Cl:18][C:19]1[C:24]([Cl:25])=[CH:23][CH:22]=[CH:21][C:20]=1[S:26](Cl)(=[O:28])=[O:27].N1C=CC=CC=1. (8) Given the product [NH:1]1[C:9]2[C:4](=[CH:5][CH:6]=[CH:7][CH:8]=2)[CH2:3][CH2:2]1, predict the reactants needed to synthesize it. The reactants are: [NH:1]1[C:9]2[C:4](=[CH:5][CH:6]=[CH:7][C:8]=2/C=C/C(NS(C2SC=CC=2)(=O)=O)=O)[CH:3]=[CH:2]1.C([BH3-])#N.[Na+]. (9) Given the product [Na+:25].[N:17]1([C:12]2[O:11][C:10]([C:6]3[CH:5]=[C:4]([CH:9]=[CH:8][CH:7]=3)[C:3]([O-:23])=[O:2])=[CH:15][C:14](=[O:16])[CH:13]=2)[CH2:22][CH2:21][O:20][CH2:19][CH2:18]1, predict the reactants needed to synthesize it. The reactants are: C[O:2][C:3](=[O:23])[C:4]1[CH:9]=[CH:8][CH:7]=[C:6]([C:10]2[O:11][C:12]([N:17]3[CH2:22][CH2:21][O:20][CH2:19][CH2:18]3)=[CH:13][C:14](=[O:16])[CH:15]=2)[CH:5]=1.[OH-].[Na+:25].